Dataset: NCI-60 drug combinations with 297,098 pairs across 59 cell lines. Task: Regression. Given two drug SMILES strings and cell line genomic features, predict the synergy score measuring deviation from expected non-interaction effect. (1) Cell line: PC-3. Synergy scores: CSS=7.65, Synergy_ZIP=-4.16, Synergy_Bliss=-2.17, Synergy_Loewe=-6.05, Synergy_HSA=-1.30. Drug 2: CN1CCC(CC1)COC2=C(C=C3C(=C2)N=CN=C3NC4=C(C=C(C=C4)Br)F)OC. Drug 1: CC12CCC(CC1=CCC3C2CCC4(C3CC=C4C5=CN=CC=C5)C)O. (2) Drug 1: C1=CC(=CC=C1C#N)C(C2=CC=C(C=C2)C#N)N3C=NC=N3. Drug 2: C1C(C(OC1N2C=NC3=C2NC=NCC3O)CO)O. Cell line: SK-OV-3. Synergy scores: CSS=-4.14, Synergy_ZIP=0.0258, Synergy_Bliss=-1.71, Synergy_Loewe=-5.41, Synergy_HSA=-4.38. (3) Drug 1: CC1=C(C=C(C=C1)NC2=NC=CC(=N2)N(C)C3=CC4=NN(C(=C4C=C3)C)C)S(=O)(=O)N.Cl. Drug 2: C1=CN(C(=O)N=C1N)C2C(C(C(O2)CO)O)O.Cl. Cell line: SK-MEL-2. Synergy scores: CSS=20.3, Synergy_ZIP=1.10, Synergy_Bliss=5.56, Synergy_Loewe=-17.3, Synergy_HSA=2.53. (4) Drug 1: CN(CC1=CN=C2C(=N1)C(=NC(=N2)N)N)C3=CC=C(C=C3)C(=O)NC(CCC(=O)O)C(=O)O. Drug 2: CN1C(=O)N2C=NC(=C2N=N1)C(=O)N. Cell line: UACC62. Synergy scores: CSS=33.4, Synergy_ZIP=-2.89, Synergy_Bliss=-4.40, Synergy_Loewe=-16.0, Synergy_HSA=-4.36. (5) Drug 1: CS(=O)(=O)C1=CC(=C(C=C1)C(=O)NC2=CC(=C(C=C2)Cl)C3=CC=CC=N3)Cl. Drug 2: B(C(CC(C)C)NC(=O)C(CC1=CC=CC=C1)NC(=O)C2=NC=CN=C2)(O)O. Cell line: SNB-75. Synergy scores: CSS=0.548, Synergy_ZIP=1.38, Synergy_Bliss=2.69, Synergy_Loewe=0.857, Synergy_HSA=0.532. (6) Drug 1: CN1CCC(CC1)COC2=C(C=C3C(=C2)N=CN=C3NC4=C(C=C(C=C4)Br)F)OC. Drug 2: C1=NC(=NC(=O)N1C2C(C(C(O2)CO)O)O)N. Cell line: SF-539. Synergy scores: CSS=3.12, Synergy_ZIP=-1.36, Synergy_Bliss=-0.931, Synergy_Loewe=-2.18, Synergy_HSA=-1.40.